Predict the product of the given reaction. From a dataset of Forward reaction prediction with 1.9M reactions from USPTO patents (1976-2016). Given the reactants [CH2:1]([N:4]([CH2:33][CH2:34][CH3:35])[C:5]([C:7]1=[CH:8][C:9]2[CH:25]=[CH:24][C:23]([C:26]3[CH:31]=[CH:30][C:29]([OH:32])=[CH:28][CH:27]=3)=[CH:22][C:10]=2[N:11]=[C:12]([NH:14][C:15](=[O:21])[O:16][C:17]([CH3:20])([CH3:19])[CH3:18])[CH2:13]1)=[O:6])[CH2:2][CH3:3].[F:36][C:37]([F:56])([F:55])[S:38](N(C1C=CC=CC=1)[S:38]([C:37]([F:56])([F:55])[F:36])(=[O:40])=[O:39])(=[O:40])=[O:39], predict the reaction product. The product is: [F:36][C:37]([F:56])([F:55])[S:38]([O:32][C:29]1[CH:28]=[CH:27][C:26]([C:23]2[CH:24]=[CH:25][C:9]3=[C:10]([CH:22]=2)[N:11]=[C:12]([NH:14][C:15]([O:16][C:17]([CH3:20])([CH3:19])[CH3:18])=[O:21])[CH2:13][C:7]([C:5](=[O:6])[N:4]([CH2:1][CH2:2][CH3:3])[CH2:33][CH2:34][CH3:35])=[CH:8]3)=[CH:31][CH:30]=1)(=[O:40])=[O:39].